Dataset: Full USPTO retrosynthesis dataset with 1.9M reactions from patents (1976-2016). Task: Predict the reactants needed to synthesize the given product. (1) The reactants are: [NH2:1][C@H:2]1[C:7]([F:9])([F:8])[CH2:6][CH2:5][CH2:4][C@H:3]1[NH:10][C:11]1[N:12]=[C:13]([NH:19][C:20]2[CH:21]=[C:22]3[C:27](=[CH:28][CH:29]=2)[NH:26][C:25](=[O:30])[CH2:24][CH2:23]3)[C:14]([C:17]#[N:18])=[N:15][CH:16]=1.[OH-].[Na+].OO.CC(O)=[O:37]. Given the product [NH2:1][C@H:2]1[C:7]([F:9])([F:8])[CH2:6][CH2:5][CH2:4][C@H:3]1[NH:10][C:11]1[N:12]=[C:13]([NH:19][C:20]2[CH:21]=[C:22]3[C:27](=[CH:28][CH:29]=2)[NH:26][C:25](=[O:30])[CH2:24][CH2:23]3)[C:14]([C:17]([NH2:18])=[O:37])=[N:15][CH:16]=1, predict the reactants needed to synthesize it. (2) Given the product [CH2:28]([O:1][C:2]1[CH:9]=[CH:8][C:5]([CH:6]=[O:7])=[CH:4][C:3]=1[C:10]1[CH:15]=[CH:14][C:13]([O:16][CH3:17])=[CH:12][CH:11]=1)[C:27]#[CH:26], predict the reactants needed to synthesize it. The reactants are: [OH:1][C:2]1[CH:9]=[CH:8][C:5]([CH:6]=[O:7])=[CH:4][C:3]=1[C:10]1[CH:15]=[CH:14][C:13]([O:16][CH3:17])=[CH:12][CH:11]=1.C(=O)([O-])[O-].[K+].[K+].[I-].[K+].[CH2:26](Br)[C:27]#[CH:28]. (3) Given the product [I:1][C:2]1[CH:7]=[CH:6][CH:5]=[C:4]([OH:8])[C:3]=1[OH:10], predict the reactants needed to synthesize it. The reactants are: [I:1][C:2]1[CH:7]=[CH:6][CH:5]=[C:4]([O:8]C)[C:3]=1[O:10]C.B(Br)(Br)Br.